Task: Predict the product of the given reaction.. Dataset: Forward reaction prediction with 1.9M reactions from USPTO patents (1976-2016) (1) Given the reactants [O:1]=[C:2]1[NH:7][C:6]2[CH:8]=[C:9]([C:11]3[CH:16]=[CH:15][CH:14]=[CH:13][CH:12]=3)[S:10][C:5]=2[C:4](=[O:17])[N:3]1[CH:18]1[CH2:23][CH2:22][N:21]([C:24]([O:26][C:27]([CH3:30])([CH3:29])[CH3:28])=[O:25])[CH2:20][CH2:19]1.Cl[CH2:32][C:33]1[S:37][C:36]([CH3:38])=[N:35][CH:34]=1.C(=O)([O-])[O-].[K+].[K+], predict the reaction product. The product is: [CH3:38][C:36]1[S:37][C:33]([CH2:32][N:7]2[C:6]3[CH:8]=[C:9]([C:11]4[CH:16]=[CH:15][CH:14]=[CH:13][CH:12]=4)[S:10][C:5]=3[C:4](=[O:17])[N:3]([CH:18]3[CH2:23][CH2:22][N:21]([C:24]([O:26][C:27]([CH3:30])([CH3:29])[CH3:28])=[O:25])[CH2:20][CH2:19]3)[C:2]2=[O:1])=[CH:34][N:35]=1. (2) Given the reactants [Cl:1][C:2]1[C:7]([F:8])=[CH:6][N:5]=[C:4]2[CH:9]=[N:10][NH:11][C:3]=12.C([O-])([O-])=O.[Cs+].[Cs+].Br[CH2:19][CH2:20][O:21][CH:22]1[CH2:27][CH2:26][CH2:25][CH2:24][O:23]1, predict the reaction product. The product is: [Cl:1][C:2]1[C:3]2[C:4](=[CH:9][N:10]([CH2:19][CH2:20][O:21][CH:22]3[CH2:27][CH2:26][CH2:25][CH2:24][O:23]3)[N:11]=2)[N:5]=[CH:6][C:7]=1[F:8].[Cl:1][C:2]1[C:7]([F:8])=[CH:6][N:5]=[C:4]2[CH:9]=[N:10][N:11]([CH2:19][CH2:20][O:21][CH:22]3[CH2:27][CH2:26][CH2:25][CH2:24][O:23]3)[C:3]=12.